Dataset: Catalyst prediction with 721,799 reactions and 888 catalyst types from USPTO. Task: Predict which catalyst facilitates the given reaction. (1) Reactant: [CH3:1]C(C)([O-])C.[K+].[Br:7][C:8]1[CH:24]=[CH:23][C:11]2[N:12]([CH2:16][CH2:17][N:18]3[CH2:22][CH2:21][CH2:20][CH2:19]3)[C:13](=[O:15])[NH:14][C:10]=2[CH:9]=1.IC.C([O-])(O)=O.[Na+]. Product: [Br:7][C:8]1[CH:24]=[CH:23][C:11]2[N:12]([CH2:16][CH2:17][N:18]3[CH2:22][CH2:21][CH2:20][CH2:19]3)[C:13](=[O:15])[N:14]([CH3:1])[C:10]=2[CH:9]=1. The catalyst class is: 16. (2) Reactant: [NH2:1][C:2]1[C:3]([CH3:13])=[C:4]([C:9]([Br:12])=[CH:10][CH:11]=1)[C:5]([O:7][CH3:8])=[O:6].[Cl:14]N1C(=O)CCC1=O. Product: [NH2:1][C:2]1[C:3]([CH3:13])=[C:4]([C:9]([Br:12])=[C:10]([Cl:14])[CH:11]=1)[C:5]([O:7][CH3:8])=[O:6]. The catalyst class is: 115. (3) Reactant: CC(S[CH:7](S(C)=O)[CH3:8])S(C)=O.[OH-:12].C([N+](C)(C)C)C1C=CC=CC=1.[CH3:24][OH:25].C([C:28]1[CH:33]=[CH:32][CH:31]=[CH:30][C:29]=1[N:34]1[CH2:39][CH2:38][CH2:37][CH:36]([CH2:40][NH:41][C:42]([C:44]2[S:48][C:47]([C:49]3[CH:54]=[CH:53][C:52]([Cl:55])=[CH:51][CH:50]=3)=[N:46][C:45]=2[CH3:56])=[O:43])[CH2:35]1)=O.O. Product: [Cl:55][C:52]1[CH:53]=[CH:54][C:49]([C:47]2[S:48][C:44]([C:42]([NH:41][CH2:40][CH:36]3[CH2:37][CH2:38][CH2:39][N:34]([C:29]4[CH:30]=[CH:31][CH:32]=[CH:33][C:28]=4[CH2:8][C:7]([O:25][CH3:24])=[O:12])[CH2:35]3)=[O:43])=[C:45]([CH3:56])[N:46]=2)=[CH:50][CH:51]=1. The catalyst class is: 7. (4) The catalyst class is: 3. Product: [CH3:1][O:2][C:3]1[CH:4]=[C:5]([C:11]([C:13]2[CH:18]=[CH:17][C:16]([O:19][CH3:20])=[C:15]([O:21][CH3:22])[C:14]=2[O:23][CH3:26])=[O:12])[CH:6]=[C:7]([O:9][CH3:10])[CH:8]=1. Reactant: [CH3:1][O:2][C:3]1[CH:4]=[C:5]([C:11]([C:13]2[CH:18]=[CH:17][C:16]([O:19][CH3:20])=[C:15]([O:21][CH3:22])[C:14]=2[OH:23])=[O:12])[CH:6]=[C:7]([O:9][CH3:10])[CH:8]=1.IC.[C:26]([O-])([O-])=O.[Na+].[Na+]. (5) Reactant: [S:1]1[C:5]2[CH:6]=[C:7]([N:10]3[CH2:14][CH2:13][NH:12][C:11]3=[O:15])[CH:8]=[CH:9][C:4]=2[N:3]=[CH:2]1.Br[C:17]1[CH:18]=[N:19][CH:20]=[CH:21][C:22]=1[CH2:23][CH3:24].N[C@@H]1CCCC[C@H]1N.P([O-])([O-])([O-])=O.[K+].[K+].[K+]. Product: [S:1]1[C:5]2[CH:6]=[C:7]([N:10]3[CH2:14][CH2:13][N:12]([C:17]4[CH:18]=[N:19][CH:20]=[CH:21][C:22]=4[CH2:23][CH3:24])[C:11]3=[O:15])[CH:8]=[CH:9][C:4]=2[N:3]=[CH:2]1. The catalyst class is: 246. (6) Reactant: [CH2:1]([O:5][C:6]1[CH:11]=[C:10]([O:12][CH2:13][CH:14]([CH3:16])[CH3:15])[CH:9]=[CH:8][C:7]=1[C:17]([C:19]1[CH:24]=[CH:23][C:22]([O:25][CH2:26][CH:27]([CH3:29])[CH3:28])=[C:21]([OH:30])[CH:20]=1)=[O:18])[CH:2]([CH3:4])[CH3:3].[H-].[Na+].Br[CH2:34][C:35]([O:37][CH2:38][CH3:39])=[O:36].Cl. Product: [CH2:1]([O:5][C:6]1[CH:11]=[C:10]([O:12][CH2:13][CH:14]([CH3:16])[CH3:15])[CH:9]=[CH:8][C:7]=1[C:17]([C:19]1[CH:24]=[CH:23][C:22]([O:25][CH2:26][CH:27]([CH3:29])[CH3:28])=[C:21]([CH:20]=1)[O:30][CH2:34][C:35]([O:37][CH2:38][CH3:39])=[O:36])=[O:18])[CH:2]([CH3:4])[CH3:3]. The catalyst class is: 255.